Dataset: Catalyst prediction with 721,799 reactions and 888 catalyst types from USPTO. Task: Predict which catalyst facilitates the given reaction. (1) Reactant: N[C:2]1[CH:10]=[C:9]([C:11]#[N:12])[CH:8]=[C:7]2[C:3]=1[C:4]1[CH:16]=[C:15]([CH3:17])[CH:14]=[N:13][C:5]=1[NH:6]2.Cl.N([O-])=O.[Na+].[I:23]I.[I-].[K+]. Product: [I:23][C:2]1[CH:10]=[C:9]([C:11]#[N:12])[CH:8]=[C:7]2[C:3]=1[C:4]1[CH:16]=[C:15]([CH3:17])[CH:14]=[N:13][C:5]=1[NH:6]2. The catalyst class is: 313. (2) Reactant: [CH2:1]([N:8]1[CH2:13][CH2:12][N:11]([C:14]2([C:27]#N)[CH2:19][CH2:18][N:17]([C:20]([O:22][C:23]([CH3:26])([CH3:25])[CH3:24])=[O:21])[CH2:16][CH2:15]2)[CH2:10][C@@H:9]1[CH3:29])[C:2]1[CH:7]=[CH:6][CH:5]=[CH:4][CH:3]=1.[C:30](=O)=O.C(#N)C.C[Mg]Br.C(OCC)(=O)C. Product: [CH2:1]([N:8]1[CH2:13][CH2:12][N:11]([C:14]2([CH3:27])[CH2:15][CH2:16][N:17]([C:20]([O:22][C:23]([CH3:25])([CH3:24])[CH3:26])=[O:21])[CH2:18][CH2:19]2)[CH2:10][C@@H:9]1[CH2:29][CH3:30])[C:2]1[CH:7]=[CH:6][CH:5]=[CH:4][CH:3]=1. The catalyst class is: 193. (3) Reactant: [F:1][C:2]1[CH:12]=[CH:11][C:5]([CH2:6]P(=O)([O-])[O-])=[CH:4][CH:3]=1.[CH3:13][N:14]([CH3:23])[C:15]1[CH:22]=[CH:21][C:18]([CH:19]=O)=[CH:17][CH:16]=1.CC([O-])(C)C.[K+].O. Product: [F:1][C:2]1[CH:12]=[CH:11][C:5](/[CH:6]=[CH:19]/[C:18]2[CH:21]=[CH:22][C:15]([N:14]([CH3:23])[CH3:13])=[CH:16][CH:17]=2)=[CH:4][CH:3]=1. The catalyst class is: 3. (4) Reactant: [CH:1]([C:4]1[S:5][CH:6]=[C:7]([C:9]([N:11]2[CH2:39][C:15]3([CH2:18][N:17]([CH2:19][CH2:20][C:21]4[CH:22]=[C:23]([CH:36]=[CH:37][CH:38]=4)[CH2:24][CH2:25][O:26][CH2:27][CH2:28][C:29]([O:31]C(C)(C)C)=[O:30])[CH2:16]3)[O:14][CH2:13][CH2:12]2)=[O:10])[N:8]=1)([CH3:3])[CH3:2].[C:40]([OH:46])([C:42]([F:45])([F:44])[F:43])=[O:41].C1(C)C=CC=CC=1. Product: [F:43][C:42]([F:45])([F:44])[C:40]([OH:46])=[O:41].[CH:1]([C:4]1[S:5][CH:6]=[C:7]([C:9]([N:11]2[CH2:39][C:15]3([CH2:16][N:17]([CH2:19][CH2:20][C:21]4[CH:22]=[C:23]([CH:36]=[CH:37][CH:38]=4)[CH2:24][CH2:25][O:26][CH2:27][CH2:28][C:29]([OH:31])=[O:30])[CH2:18]3)[O:14][CH2:13][CH2:12]2)=[O:10])[N:8]=1)([CH3:3])[CH3:2]. The catalyst class is: 2. (5) Reactant: [H-].[Al+3].[Li+].[H-].[H-].[H-].[CH3:7][NH:8][C:9](=O)[CH2:10][CH2:11][CH2:12][CH2:13][CH2:14][CH2:15][CH2:16][CH2:17][CH2:18][CH2:19][CH2:20][CH2:21][CH2:22][CH2:23][CH3:24]. Product: [CH2:9]([NH:8][CH3:7])[CH2:10][CH2:11][CH2:12][CH2:13][CH2:14][CH2:15][CH2:16][CH2:17][CH2:18][CH2:19][CH2:20][CH2:21][CH2:22][CH2:23][CH3:24]. The catalyst class is: 7. (6) Reactant: Br[CH:2]([CH2:18][CH2:19][CH3:20])[CH2:3][N:4]([N:13]1[CH:17]=[N:16][N:15]=[CH:14]1)[C:5]1[CH:12]=[CH:11][C:8]([C:9]#[N:10])=[CH:7][CH:6]=1.[OH:21][C:22]1[CH:27]=[CH:26][C:25]([SH:28])=[CH:24][CH:23]=1.C(=O)([O-])[O-].[K+].[K+].C(OCC)(=O)C. Product: [OH:21][C:22]1[CH:27]=[CH:26][C:25]([S:28][CH2:20][CH2:19][CH2:18][CH2:2][CH2:3][N:4]([N:13]2[CH:17]=[N:16][N:15]=[CH:14]2)[C:5]2[CH:12]=[CH:11][C:8]([C:9]#[N:10])=[CH:7][CH:6]=2)=[CH:24][CH:23]=1. The catalyst class is: 18. (7) Reactant: O=[C:2]=[N:3]S(Cl)(=O)=O.[C:8]12([CH2:26][CH2:25][N:24]([C:27]([O:29][C:30]([CH3:33])([CH3:32])[CH3:31])=[O:28])[CH2:23][CH2:22]1)[N:13]([C:14]([O:16][CH2:17][CH3:18])=[O:15])[CH2:12][CH2:11][N:10]1[CH:19]=[CH:20][CH:21]=[C:9]21.CN(C)C=O. Product: [C:2]([C:19]1[N:10]2[CH2:11][CH2:12][N:13]([C:14]([O:16][CH2:17][CH3:18])=[O:15])[C:8]3([CH2:26][CH2:25][N:24]([C:27]([O:29][C:30]([CH3:32])([CH3:31])[CH3:33])=[O:28])[CH2:23][CH2:22]3)[C:9]2=[CH:21][CH:20]=1)#[N:3]. The catalyst class is: 1. (8) Reactant: [S:1]1[C:5]2[CH:6]=[CH:7][CH:8]=[CH:9][C:4]=2[C:3]([CH2:10][CH2:11][NH2:12])=[CH:2]1.C(N(CC)CC)C.[I:20][C:21]1[CH:25]=[CH:24][S:23][C:22]=1[C:26](Cl)=[O:27].O. Product: [S:1]1[C:5]2[CH:6]=[CH:7][CH:8]=[CH:9][C:4]=2[C:3]([CH2:10][CH2:11][NH:12][C:26]([C:22]2[S:23][CH:24]=[CH:25][C:21]=2[I:20])=[O:27])=[CH:2]1. The catalyst class is: 56. (9) Reactant: [N:1]1(C(OC(C)(C)C)=O)[CH2:6][CH2:5][O:4][CH:3]([C:7]([O:9][CH2:10][C:11]2[CH:16]=[CH:15][CH:14]=[CH:13][CH:12]=2)=[O:8])[CH2:2]1.C(O)(C(F)(F)F)=O. Product: [NH:1]1[CH2:6][CH2:5][O:4][CH:3]([C:7]([O:9][CH2:10][C:11]2[CH:16]=[CH:15][CH:14]=[CH:13][CH:12]=2)=[O:8])[CH2:2]1. The catalyst class is: 2. (10) Product: [NH2:9][C@H:5]([C:4]([OH:17])=[O:20])[C@@H:6]([CH3:7])[OH:8].[CH2:1]([NH-:3])[CH3:2].[ClH:18]. The catalyst class is: 12. Reactant: [CH2:1]([NH:3][C:4](=[O:17])[C@@H:5]([NH:9]C(=O)OCCCC)[C@H:6]([OH:8])[CH3:7])[CH3:2].[ClH:18].C[OH:20].